This data is from Forward reaction prediction with 1.9M reactions from USPTO patents (1976-2016). The task is: Predict the product of the given reaction. Given the reactants C1(S([N:10]2[C:14]3=[N:15][CH:16]=[C:17]([C:19]4[CH:20]=[CH:21][C:22]5[O:26][CH2:25][CH2:24][C:23]=5[CH:27]=4)[CH:18]=[C:13]3[C:12]([C:28]3[CH:29]=[N:30][NH:31][CH:32]=3)=[CH:11]2)(=O)=O)C=CC=CC=1.[OH-].[Na+], predict the reaction product. The product is: [O:26]1[C:22]2[CH:21]=[CH:20][C:19]([C:17]3[CH:18]=[C:13]4[C:12]([C:28]5[CH:32]=[N:31][NH:30][CH:29]=5)=[CH:11][NH:10][C:14]4=[N:15][CH:16]=3)=[CH:27][C:23]=2[CH2:24][CH2:25]1.